Dataset: CYP1A2 inhibition data for predicting drug metabolism from PubChem BioAssay. Task: Regression/Classification. Given a drug SMILES string, predict its absorption, distribution, metabolism, or excretion properties. Task type varies by dataset: regression for continuous measurements (e.g., permeability, clearance, half-life) or binary classification for categorical outcomes (e.g., BBB penetration, CYP inhibition). Dataset: cyp1a2_veith. The result is 0 (non-inhibitor). The molecule is NNC(=O)c1ccc(O)cc1.